From a dataset of NCI-60 drug combinations with 297,098 pairs across 59 cell lines. Regression. Given two drug SMILES strings and cell line genomic features, predict the synergy score measuring deviation from expected non-interaction effect. Drug 1: CCCS(=O)(=O)NC1=C(C(=C(C=C1)F)C(=O)C2=CNC3=C2C=C(C=N3)C4=CC=C(C=C4)Cl)F. Drug 2: C1=C(C(=O)NC(=O)N1)F. Cell line: NCI-H322M. Synergy scores: CSS=35.6, Synergy_ZIP=7.79, Synergy_Bliss=10.0, Synergy_Loewe=3.56, Synergy_HSA=5.40.